From a dataset of Catalyst prediction with 721,799 reactions and 888 catalyst types from USPTO. Predict which catalyst facilitates the given reaction. (1) Reactant: [CH3:1][N:2]1[C:7](=[O:8])[C:6]([NH:9][C:10]2[CH:15]=[CH:14][CH:13]=[C:12]([N:16]3[CH2:21][CH2:20][N:19]([CH3:22])[CH2:18][CH2:17]3)[N:11]=2)=[CH:5][C:4]([C:23]2[C:28]([CH:29]=[O:30])=[C:27]([N:31]3[CH2:43][CH2:42][N:34]4[C:35]5[CH2:36][CH2:37][CH2:38][CH2:39][C:40]=5[CH:41]=[C:33]4[C:32]3=[O:44])[N:26]=[CH:25][CH:24]=2)=[CH:3]1.[BH4-].[Na+]. Product: [OH:30][CH2:29][C:28]1[C:27]([N:31]2[CH2:43][CH2:42][N:34]3[C:35]4[CH2:36][CH2:37][CH2:38][CH2:39][C:40]=4[CH:41]=[C:33]3[C:32]2=[O:44])=[N:26][CH:25]=[CH:24][C:23]=1[C:4]1[CH:5]=[C:6]([NH:9][C:10]2[CH:15]=[CH:14][CH:13]=[C:12]([N:16]3[CH2:21][CH2:20][N:19]([CH3:22])[CH2:18][CH2:17]3)[N:11]=2)[C:7](=[O:8])[N:2]([CH3:1])[CH:3]=1. The catalyst class is: 5. (2) Product: [CH2:13]([O:20][CH2:21][C:22]([N:24]=[C:25]=[S:26])=[O:23])[C:14]1[CH:19]=[CH:18][CH:17]=[CH:16][CH:15]=1.[CH2:13]([O:20][CH2:21][C:22]([NH:24][C:25]([NH:46][C:45]1[CH:47]=[CH:48][C:42]([O:41][C:32]2[C:31]3[C:36](=[CH:37][C:38]([O:39][CH3:40])=[C:29]([O:28][CH3:27])[CH:30]=3)[N:35]=[CH:34][CH:33]=2)=[C:43]([F:49])[CH:44]=1)=[S:26])=[O:23])[C:14]1[CH:19]=[CH:18][CH:17]=[CH:16][CH:15]=1. The catalyst class is: 8. Reactant: C(OCC(Cl)=O)C1C=CC=CC=1.[CH2:13]([O:20][CH2:21][C:22]([N:24]=[C:25]=[S:26])=[O:23])[C:14]1[CH:19]=[CH:18][CH:17]=[CH:16][CH:15]=1.[CH3:27][O:28][C:29]1[CH:30]=[C:31]2[C:36](=[CH:37][C:38]=1[O:39][CH3:40])[N:35]=[CH:34][CH:33]=[C:32]2[O:41][C:42]1[CH:48]=[CH:47][C:45]([NH2:46])=[CH:44][C:43]=1[F:49].C1(C)C=CC=CC=1. (3) Reactant: C(O)(C(F)(F)F)=O.C(OC(=O)[NH:14][C:15]1[N:16]([CH3:22])[N:17]=[C:18]([CH3:21])[C:19]=1[F:20])(C)(C)C. Product: [F:20][C:19]1[C:18]([CH3:21])=[N:17][N:16]([CH3:22])[C:15]=1[NH2:14]. The catalyst class is: 2. (4) Product: [Cl:1][C:2]1[N:3]=[C:4]([N:13]2[CH2:18][CH2:17][O:16][CH2:15][CH2:14]2)[C:5]2[S:10][CH:9]=[C:8]([I:11])[C:6]=2[N:7]=1. Reactant: [Cl:1][C:2]1[N:3]=[C:4](Cl)[C:5]2[S:10][CH:9]=[C:8]([I:11])[C:6]=2[N:7]=1.[NH:13]1[CH2:18][CH2:17][O:16][CH2:15][CH2:14]1. The catalyst class is: 5. (5) Reactant: [CH2:1]=[C:2]1[CH2:8][CH:7]2[N:9]([C:10]([O:12][C:13]([CH3:16])([CH3:15])[CH3:14])=[O:11])[CH:4]([CH2:5][CH2:6]2)[CH2:3]1.[OH-:17].[Na+].OO. Product: [OH:17][CH2:1][CH:2]1[CH2:3][CH:4]2[N:9]([C:10]([O:12][C:13]([CH3:16])([CH3:15])[CH3:14])=[O:11])[CH:7]([CH2:6][CH2:5]2)[CH2:8]1. The catalyst class is: 1. (6) Reactant: [NH2:1][C:2]1[CH:3]=[CH:4][C:5]([N:9]2[CH2:14][CH2:13][CH2:12][C@@H:11]([C:15]([N:17]([CH2:19][CH3:20])[CH3:18])=[O:16])[CH2:10]2)=[N:6][C:7]=1[NH2:8].[CH:21]1([C:24]2[N:29]=[C:28]([CH:30]=O)[CH:27]=[CH:26][N:25]=2)[CH2:23][CH2:22]1.[S].C(O)(=O)C. Product: [CH:21]1([C:24]2[N:29]=[C:28]([C:30]3[NH:8][C:7]4=[N:6][C:5]([N:9]5[CH2:14][CH2:13][CH2:12][C@@H:11]([C:15]([N:17]([CH2:19][CH3:20])[CH3:18])=[O:16])[CH2:10]5)=[CH:4][CH:3]=[C:2]4[N:1]=3)[CH:27]=[CH:26][N:25]=2)[CH2:23][CH2:22]1. The catalyst class is: 8. (7) Reactant: [NH2:1][C:2]1[C:3]2[N:4]([C:8]([C@@H:27]3[CH2:30][C@H:29]([C:31](N)=[O:32])[CH2:28]3)=[N:9][C:10]=2[C:11]2[CH:20]=[C:19]3[C:14]([CH:15]=[CH:16][C:17]([C:21]4[CH:26]=[CH:25][CH:24]=[CH:23][CH:22]=4)=[N:18]3)=[CH:13][CH:12]=2)[CH:5]=[CH:6][N:7]=1.[OH-:34].[Na+]. Product: [NH2:1][C:2]1[C:3]2[N:4]([C:8]([C@@H:27]3[CH2:30][C@H:29]([C:31]([OH:32])=[O:34])[CH2:28]3)=[N:9][C:10]=2[C:11]2[CH:20]=[C:19]3[C:14]([CH:15]=[CH:16][C:17]([C:21]4[CH:22]=[CH:23][CH:24]=[CH:25][CH:26]=4)=[N:18]3)=[CH:13][CH:12]=2)[CH:5]=[CH:6][N:7]=1. The catalyst class is: 36. (8) The catalyst class is: 5. Product: [ClH:1].[Cl:1][C:2]1[CH:7]=[CH:6][N:5]=[C:4]([CH2:8][CH3:9])[C:3]=1[CH2:10][S:11][C:12]1[N:17]=[C:16]([OH:18])[CH:15]=[C:14]([C:19]([F:22])([F:20])[F:21])[N:13]=1. Reactant: [Cl:1][C:2]1[CH:7]=[CH:6][N:5]=[C:4]([CH2:8][CH3:9])[C:3]=1[CH2:10][S:11][C:12]1[N:17]=[C:16]([OH:18])[CH:15]=[C:14]([C:19]([F:22])([F:21])[F:20])[N:13]=1.Cl.O1CCOCC1. (9) Reactant: [C:1]([CH:4]1[CH2:7][N:6]([C:8]([O:10][C:11]([CH3:14])([CH3:13])[CH3:12])=[O:9])[CH2:5]1)(=[O:3])[CH3:2].[BH4-].[Na+]. The catalyst class is: 5. Product: [OH:3][CH:1]([CH:4]1[CH2:7][N:6]([C:8]([O:10][C:11]([CH3:12])([CH3:14])[CH3:13])=[O:9])[CH2:5]1)[CH3:2]. (10) Reactant: [C:1]([N:9]1[C:17]2[C:12](=[CH:13][CH:14]=[CH:15][CH:16]=2)[C:11](=[C:18](O)[C:19]2[CH:24]=[CH:23][CH:22]=[CH:21][CH:20]=2)[C:10]1=[O:26])(=[O:8])[C:2]1[CH:7]=[CH:6][CH:5]=[CH:4][CH:3]=1.P(Cl)(Cl)(Cl)(Cl)[Cl:28]. Product: [C:1]([N:9]1[C:17]2[C:12](=[CH:13][CH:14]=[CH:15][CH:16]=2)[C:11](=[C:18]([Cl:28])[C:19]2[CH:24]=[CH:23][CH:22]=[CH:21][CH:20]=2)[C:10]1=[O:26])(=[O:8])[C:2]1[CH:7]=[CH:6][CH:5]=[CH:4][CH:3]=1. The catalyst class is: 11.